From a dataset of Reaction yield outcomes from USPTO patents with 853,638 reactions. Predict the reaction yield, written as a fraction of the theoretical maximum amount of product (1.0 means a 100% yield; for example, 0.34 means a 34% yield). (1) The reactants are [N:1]1[CH:2]=[N:3][N:4]2[CH:9]=[C:8]([C:10]3[O:11][C:12]4([CH2:27][CH2:26][CH:25]([CH2:28][C:29](O)=[O:30])[CH2:24][CH2:23]4)[C:13](=[O:22])[C:14]=3[C:15]3[CH:16]=[C:17]([CH3:21])[CH:18]=[CH:19][CH:20]=3)[CH:7]=[CH:6][C:5]=12.CN(C(ON1N=NC2C=CC=NC1=2)=[N+](C)C)C.F[P-](F)(F)(F)(F)F.[NH2:56][CH2:57][CH2:58][CH2:59][N:60]1[CH2:64][CH2:63][CH2:62][C:61]1=[O:65]. The catalyst is ClCCl. The product is [N:1]1[CH:2]=[N:3][N:4]2[CH:9]=[C:8]([C:10]3[O:11][C:12]4([CH2:23][CH2:24][C:25](=[CH:28][C:29]([NH:56][CH2:57][CH2:58][CH2:59][N:60]5[CH2:64][CH2:63][CH2:62][C:61]5=[O:65])=[O:30])[CH2:26][CH2:27]4)[C:13](=[O:22])[C:14]=3[C:15]3[CH:16]=[C:17]([CH3:21])[CH:18]=[CH:19][CH:20]=3)[CH:7]=[CH:6][C:5]=12. The yield is 0.430. (2) The reactants are [C:1]([C:5]1[CH:13]=[C:12]([F:14])[C:8]([C:9](O)=[O:10])=[C:7]([CH:15](OC)OC)[CH:6]=1)([CH3:4])([CH3:3])[CH3:2].O.[NH2:21][NH2:22]. The catalyst is C(O)C.C(O)(=O)C. The product is [C:1]([C:5]1[CH:6]=[C:7]2[C:8](=[C:12]([F:14])[CH:13]=1)[C:9](=[O:10])[NH:22][N:21]=[CH:15]2)([CH3:4])([CH3:3])[CH3:2]. The yield is 0.860.